This data is from Forward reaction prediction with 1.9M reactions from USPTO patents (1976-2016). The task is: Predict the product of the given reaction. (1) The product is: [C:17]([O:21][C:22]([N:24]1[CH2:29][CH2:28][CH2:27][C@H:26]([O:30][C:8]2[CH:15]=[C:14]([F:16])[CH:13]=[CH:12][C:9]=2[CH:10]=[O:11])[CH2:25]1)=[O:23])([CH3:20])([CH3:18])[CH3:19]. Given the reactants C(O[K])(C)(C)C.F[C:8]1[CH:15]=[C:14]([F:16])[CH:13]=[CH:12][C:9]=1[CH:10]=[O:11].[C:17]([O:21][C:22]([N:24]1[CH2:29][CH2:28][CH2:27][C@H:26]([OH:30])[CH2:25]1)=[O:23])([CH3:20])([CH3:19])[CH3:18], predict the reaction product. (2) Given the reactants Cl[CH2:2][C:3]1[N:4]=[C:5]([CH:8]2[CH2:13][CH2:12][N:11]([C:14]([OH:16])=[O:15])[CH2:10][CH2:9]2)[S:6][CH:7]=1.[CH3:17][S:18]([C:21]1[CH:26]=[CH:25][C:24]([OH:27])=[CH:23][CH:22]=1)(=[O:20])=[O:19].C([O-])([O-])=O.[K+].[K+], predict the reaction product. The product is: [C:8]([O:16][C:14]([N:11]1[CH2:12][CH2:13][CH:8]([C:5]2[S:6][CH:7]=[C:3]([CH2:2][O:27][C:24]3[CH:25]=[CH:26][C:21]([S:18]([CH3:17])(=[O:19])=[O:20])=[CH:22][CH:23]=3)[N:4]=2)[CH2:9][CH2:10]1)=[O:15])([CH3:13])([CH3:9])[CH3:5]. (3) Given the reactants [H-].[Al+3].[Li+].[H-].[H-].[H-].[Br:7][C:8]1[CH:13]=[CH:12][C:11]([C:14]2[N:15]=[C:16]([NH:19][C:20]3([C:24](OCC)=[O:25])[CH2:23][CH2:22][CH2:21]3)[S:17][CH:18]=2)=[CH:10][CH:9]=1.O.[OH-].[Na+], predict the reaction product. The product is: [Br:7][C:8]1[CH:9]=[CH:10][C:11]([C:14]2[N:15]=[C:16]([NH:19][C:20]3([CH2:24][OH:25])[CH2:23][CH2:22][CH2:21]3)[S:17][CH:18]=2)=[CH:12][CH:13]=1. (4) Given the reactants Cl[C:2]1[N:10]=[C:9]2[C:5]([N:6]=[CH:7][N:8]2[CH:11]2[CH2:15][CH2:14][CH2:13][CH2:12]2)=[C:4](Cl)[N:3]=1.NC1CCN(CC2C=CC3C(=CC=CC=3)C=2)CC1, predict the reaction product. The product is: [CH:11]1([N:8]2[CH:7]=[N:6][C:5]3[C:9]2=[N:10][CH:2]=[N:3][CH:4]=3)[CH2:12][CH2:13][CH2:14][CH2:15]1. (5) Given the reactants C(OC(=O)[NH:7][C:8]1[CH:16]=[C:15]2[C:11]([C:12]([S:24][C:25]3[CH:30]=[CH:29][CH:28]=[CH:27][C:26]=3[N+:31]([O-:33])=[O:32])=[CH:13][N:14]2[CH2:17][C:18]2[CH:23]=[CH:22][CH:21]=[CH:20][N:19]=2)=[CH:10][CH:9]=1)(C)(C)C.CCCCCCC.C(OCC)(=O)C.C(OCC)(=O)C, predict the reaction product. The product is: [N+:31]([C:26]1[CH:27]=[CH:28][CH:29]=[CH:30][C:25]=1[S:24][C:12]1[C:11]2[C:15](=[CH:16][C:8]([NH2:7])=[CH:9][CH:10]=2)[N:14]([CH2:17][C:18]2[CH:23]=[CH:22][CH:21]=[CH:20][N:19]=2)[CH:13]=1)([O-:33])=[O:32]. (6) Given the reactants [OH2:1].O.O.C([O-])(=O)C.[Na+].[F:9][C:10]1[CH:11]=[CH:12][C:13]([OH:18])=[C:14]([CH:17]=1)[CH:15]=O.[NH2:19]O.Cl, predict the reaction product. The product is: [F:9][C:10]1[CH:11]=[CH:12][C:13]([OH:18])=[C:14]([CH:17]=1)[CH:15]=[N:19][OH:1]. (7) Given the reactants [CH:1]([O:4][C:5]1[CH:10]=[CH:9][C:8]([N+:11]([O-])=O)=[CH:7][C:6]=1[N:14]1[C:18](=[O:19])[N:17]([CH3:20])[N:16]=[N:15]1)([CH3:3])[CH3:2], predict the reaction product. The product is: [NH2:11][C:8]1[CH:9]=[CH:10][C:5]([O:4][CH:1]([CH3:3])[CH3:2])=[C:6]([N:14]2[C:18](=[O:19])[N:17]([CH3:20])[N:16]=[N:15]2)[CH:7]=1. (8) Given the reactants [Cl:1][C:2]1[C:3]2[CH:10]=[CH:9][NH:8][C:4]=2[N:5]=[CH:6][N:7]=1.[Br:11]N1C(=O)CCC1=O, predict the reaction product. The product is: [Br:11][C:10]1[C:3]2[C:2]([Cl:1])=[N:7][CH:6]=[N:5][C:4]=2[NH:8][CH:9]=1.